Dataset: Full USPTO retrosynthesis dataset with 1.9M reactions from patents (1976-2016). Task: Predict the reactants needed to synthesize the given product. (1) The reactants are: [NH2:1][C:2]1[CH:10]=[CH:9][C:8]([Br:11])=[CH:7][C:3]=1[C:4](O)=[O:5].O.[CH:13]([NH2:15])=O. Given the product [Br:11][C:8]1[CH:7]=[C:3]2[C:2](=[CH:10][CH:9]=1)[N:1]=[CH:13][N:15]=[C:4]2[OH:5], predict the reactants needed to synthesize it. (2) Given the product [CH:28]1([CH2:27][C@@H:11]([C:12]([NH:14][CH2:15][CH2:16][CH2:17][N:18]([CH3:19])[C:20](=[O:21])[O:22][C:23]([CH3:24])([CH3:25])[CH3:26])=[O:13])[NH2:10])[CH2:33][CH2:32][CH2:31][CH2:30][CH2:29]1, predict the reactants needed to synthesize it. The reactants are: C1(COC(=O)[NH:10][C@@H:11]([CH2:27][CH:28]2[CH2:33][CH2:32][CH2:31][CH2:30][CH2:29]2)[C:12]([NH:14][CH2:15][CH2:16][CH2:17][N:18]([C:20]([O:22][C:23]([CH3:26])([CH3:25])[CH3:24])=[O:21])[CH3:19])=[O:13])C=CC=CC=1. (3) Given the product [CH:1]([C@@H:14]1[CH2:20][C@@H:19]([OH:18])[C@H:17]([NH:26][CH2:25][C:24]2[CH:27]=[CH:28][C:29]([O:31][CH3:32])=[CH:30][C:23]=2[O:22][CH3:21])[CH2:16][O:15]1)([C:8]1[CH:13]=[CH:12][CH:11]=[CH:10][CH:9]=1)[C:2]1[CH:3]=[CH:4][CH:5]=[CH:6][CH:7]=1, predict the reactants needed to synthesize it. The reactants are: [CH:1]([C@@H:14]1[CH2:20][C@@H:19]2[C@@H:17]([O:18]2)[CH2:16][O:15]1)([C:8]1[CH:13]=[CH:12][CH:11]=[CH:10][CH:9]=1)[C:2]1[CH:7]=[CH:6][CH:5]=[CH:4][CH:3]=1.[CH3:21][O:22][C:23]1[CH:30]=[C:29]([O:31][CH3:32])[CH:28]=[CH:27][C:24]=1[CH2:25][NH2:26]. (4) Given the product [ClH:1].[ClH:1].[NH:3]1[C:4]2[CH:10]=[CH:9][CH:8]=[CH:7][C:5]=2[N:6]=[C:2]1[NH:28][CH2:27][CH2:26][CH2:25][N:22]1[CH2:23][CH2:24][C:13]2[N:12]([CH3:11])[C:20]3[CH:19]=[CH:18][CH:17]=[CH:16][C:15]=3[C:14]=2[CH2:21]1, predict the reactants needed to synthesize it. The reactants are: [Cl:1][C:2]1[NH:6][C:5]2[CH:7]=[CH:8][CH:9]=[CH:10][C:4]=2[N:3]=1.[CH3:11][N:12]1[C:20]2[CH:19]=[CH:18][CH:17]=[CH:16][C:15]=2[C:14]2[CH2:21][N:22]([CH2:25][CH2:26][CH2:27][NH2:28])[CH2:23][CH2:24][C:13]1=2.